Dataset: Experimentally validated miRNA-target interactions with 360,000+ pairs, plus equal number of negative samples. Task: Binary Classification. Given a miRNA mature sequence and a target amino acid sequence, predict their likelihood of interaction. (1) The miRNA is hsa-miR-4793-3p with sequence UCUGCACUGUGAGUUGGCUGGCU. The protein sequence of the target gene is MGRKKIQITRIMDERNRQVTFTKRKFGLMKKAYELSVLCDCEIALIIFNSSNKLFQYASTDMDKVLLKYTEYNEPHESRTNSDIVEALNKKEHRGCDSPDPDTSYVLTPHTEEKYKKINEEFDNMMRNHKIAPGLPPQNFSMSVTVPVTSPNALSYTNPGSSLVSPSLAASSTLAESSMLSPPPATLHRNVSPGAPQRPPSTGSAGGMLSTTDLTVPNGAGNGPVGNGFVDSRASPNLIGNTGANSVGKVMPTKSPPPPGGGSVGMNSRKPDLRVVIPPSSKGMMPPLNAQRISSSQATQ.... Result: 0 (no interaction). (2) The miRNA is hsa-miR-4665-3p with sequence CUCGGCCGCGGCGCGUAGCCCCCGCC. The protein sequence of the target gene is MNNLNDPPNWNIRPNARADGGDGSKWNYALLVPMLGLAAFRWIWSRESQKEIEKARKAYHQRTAAFQQDLEAKYHAVISEHRRAVAQLSLELEKEQNRTSSFREALISQGRKLAEEKKLLEQERAQIKQEKSRLQPLRNVYLSCLQEEDDWQRRAQHVLKEVGEALEERQNIYCSLIIPRSARLELEKSLLVRTSVDPVAADLEMAAGLSDIFKHDKHCGDVWNTNKRQNGKLMWMYLKYWELLVELKKFKKVEKVILEK. Result: 0 (no interaction).